Dataset: Full USPTO retrosynthesis dataset with 1.9M reactions from patents (1976-2016). Task: Predict the reactants needed to synthesize the given product. (1) Given the product [F:1][C:2]1[CH:3]=[CH:4][C:5]([O:8][C@H:9]2[CH2:10][CH2:11][C@H:12]([C:15]([N:17]([C:18]3[CH:37]=[CH:36][C:21]([CH2:22][N:23]4[CH2:28][CH2:27][NH:26][CH2:25][CH2:24]4)=[C:20]([CH3:38])[CH:19]=3)[CH2:39][CH2:40][CH3:41])=[O:16])[CH2:13][CH2:14]2)=[N:6][CH:7]=1, predict the reactants needed to synthesize it. The reactants are: [F:1][C:2]1[CH:3]=[CH:4][C:5]([O:8][C@H:9]2[CH2:14][CH2:13][C@H:12]([C:15]([N:17]([CH2:39][CH2:40][CH3:41])[C:18]3[CH:37]=[CH:36][C:21]([CH2:22][N:23]4[CH2:28][CH2:27][N:26](C(OC(C)(C)C)=O)[CH2:25][CH2:24]4)=[C:20]([CH3:38])[CH:19]=3)=[O:16])[CH2:11][CH2:10]2)=[N:6][CH:7]=1.FC(F)(F)C(O)=O.C1(C)C=CC=CC=1. (2) Given the product [CH3:19][C:14]1[CH:13]=[C:12]([C:8]2[CH:7]=[CH:6][C:5]3[C:10](=[CH:11][CH:2]=[CH:3][C:4]=3[C:20]3[CH:25]=[CH:24][CH:23]=[CH:22][CH:21]=3)[N:9]=2)[CH:17]=[C:16]([CH3:18])[CH:15]=1, predict the reactants needed to synthesize it. The reactants are: Cl[C:2]1[CH:11]=[C:10]2[C:5]([CH:6]=[CH:7][C:8]([C:12]3[CH:17]=[C:16]([CH3:18])[CH:15]=[C:14]([CH3:19])[CH:13]=3)=[N:9]2)=[CH:4][CH:3]=1.[C:20]1(B(O)O)[CH:25]=[CH:24][CH:23]=[CH:22][CH:21]=1.[O-]P([O-])([O-])=O.[K+].[K+].[K+]. (3) The reactants are: [CH2:1]([CH:3]1[CH:20]([OH:21])[CH:19]([CH3:22])[CH:18]=[C:17]([CH3:23])[CH:16]=[C:15]([O:24][CH3:25])[C:14](=[O:26])[O:13][CH:12]([CH:27]([CH:29]([OH:48])[CH:30]([CH3:47])/[C:31](=[N:41]\[O:42][CH2:43][C:44](O)=[O:45])/[CH:32]=[CH:33]/[CH:34]([CH3:40])[CH:35]([OH:39])/[CH:36]=[CH:37]/[CH3:38])[CH3:28])[CH:11]([O:49][CH3:50])[CH:10]=[CH:9][CH:8]=[C:7]([CH3:51])[CH2:6][CH:5]([CH3:52])[CH:4]1[OH:53])[CH3:2].C1C=CC2N(O)N=NC=2C=1.[NH:64]1[CH2:69][CH2:68][CH2:67][CH2:66][CH2:65]1.O. Given the product [OH:48][CH:29]([CH:30]([CH3:47])/[C:31](=[N:41]\[O:42][CH2:43][C:44](=[O:45])[N:64]1[CH2:69][CH2:68][CH2:67][CH2:66][CH2:65]1)/[CH:32]=[CH:33]/[CH:34]([CH3:40])[CH:35]([OH:39])/[CH:36]=[CH:37]/[CH3:38])[CH:27]([CH:12]1[O:13][C:14](=[O:26])[C:15]([O:24][CH3:25])=[CH:16][C:17]([CH3:23])=[CH:18][CH:19]([CH3:22])[CH:20]([OH:21])[CH:3]([CH2:1][CH3:2])[CH:4]([OH:53])[CH:5]([CH3:52])[CH2:6][C:7]([CH3:51])=[CH:8][CH:9]=[CH:10][CH:11]1[O:49][CH3:50])[CH3:28], predict the reactants needed to synthesize it. (4) Given the product [C:1]([NH:4][CH2:5][CH2:6][CH:7]=[C:8]([C@@H:24]1[CH2:29][CH2:28][CH2:27][N:26]([C:30]([O:32][C:33]([CH3:36])([CH3:35])[CH3:34])=[O:31])[CH2:25]1)[C:10]1[CH:11]=[C:12]([C:17]2[CH:22]=[CH:21][CH:20]=[C:19]([CH3:23])[CH:18]=2)[C:13]([F:16])=[CH:14][CH:15]=1)(=[O:3])[CH3:2], predict the reactants needed to synthesize it. The reactants are: [C:1]([NH:4][CH2:5][CH2:6][CH2:7][C@:8]([C@@H:24]1[CH2:29][CH2:28][CH2:27][N:26]([C:30]([O:32][C:33]([CH3:36])([CH3:35])[CH3:34])=[O:31])[CH2:25]1)([C:10]1[CH:11]=[C:12]([C:17]2[CH:22]=[CH:21][CH:20]=[C:19]([CH3:23])[CH:18]=2)[C:13]([F:16])=[CH:14][CH:15]=1)O)(=[O:3])[CH3:2].CC[N+](S(N=C(OC)[O-])(=O)=O)(CC)CC. (5) Given the product [F:1][C:2]1[CH:7]=[CH:6][CH:5]=[CH:4][C:3]=1[N:8]1[C:16]2[C:11](=[C:12]([N:17]3[CH2:21][CH2:20][N:19]([CH2:27][C:28]4[N:29]=[CH:30][S:31][CH:32]=4)[C:18]3=[O:22])[CH:13]=[CH:14][CH:15]=2)[CH:10]=[N:9]1, predict the reactants needed to synthesize it. The reactants are: [F:1][C:2]1[CH:7]=[CH:6][CH:5]=[CH:4][C:3]=1[N:8]1[C:16]2[C:11](=[C:12]([N:17]3[CH2:21][CH2:20][NH:19][C:18]3=[O:22])[CH:13]=[CH:14][CH:15]=2)[CH:10]=[N:9]1.[H-].[Na+].Cl.Cl[CH2:27][C:28]1[N:29]=[CH:30][S:31][CH:32]=1. (6) Given the product [CH2:7]([NH:9][C:10]([N:27]1[C:28]([CH3:30])=[CH:29][C:25]([O:24][C:14]2[C:15]([Cl:23])=[CH:16][C:17]([C:19]([F:22])([F:20])[F:21])=[CH:18][C:13]=2[Cl:12])=[N:26]1)=[O:11])[CH3:8], predict the reactants needed to synthesize it. The reactants are: C(=O)([O-])[O-].[K+].[K+].[CH2:7]([N:9]=[C:10]=[O:11])[CH3:8].[Cl:12][C:13]1[CH:18]=[C:17]([C:19]([F:22])([F:21])[F:20])[CH:16]=[C:15]([Cl:23])[C:14]=1[O:24][C:25]1[CH:29]=[C:28]([CH3:30])[NH:27][N:26]=1.Cl.